The task is: Predict the reactants needed to synthesize the given product.. This data is from Full USPTO retrosynthesis dataset with 1.9M reactions from patents (1976-2016). (1) Given the product [Cl:20][C:14]1[C:15]([Cl:19])=[CH:16][CH:17]=[CH:18][C:13]=1[CH2:12][N:7]1[C:6]2[CH:5]=[C:4]([N:21]3[CH2:26][CH2:25][O:24][CH2:23][CH2:22]3)[CH:3]=[C:2]([B:29]([OH:30])[OH:28])[C:10]=2[N:9]=[C:8]1[CH3:11], predict the reactants needed to synthesize it. The reactants are: Br[C:2]1[C:10]2[N:9]=[C:8]([CH3:11])[N:7]([CH2:12][C:13]3[CH:18]=[CH:17][CH:16]=[C:15]([Cl:19])[C:14]=3[Cl:20])[C:6]=2[CH:5]=[C:4]([N:21]2[CH2:26][CH2:25][O:24][CH2:23][CH2:22]2)[CH:3]=1.C[O:28][B:29](OC)[O:30]C. (2) Given the product [ClH:62].[O:31]1[C:35]2[CH:36]=[CH:37][C:38]([CH:40]([N:44]3[CH2:49][CH2:48][N:47]([CH3:50])[CH2:46][CH2:45]3)[C:41]([NH:87][NH:86][C:78]3[CH:79]=[C:80]([C:82]([F:84])([F:85])[F:83])[CH:81]=[C:76]([C:75]([F:74])([F:88])[F:89])[CH:77]=3)=[O:43])=[CH:39][C:34]=2[O:33][CH2:32]1, predict the reactants needed to synthesize it. The reactants are: CC1C=C(NNC(=O)C(N2CCN(C)CC2)C2C3C(=CC=CC=3)C=CC=2)C=C(C)C=1.[O:31]1[C:35]2[CH:36]=[CH:37][C:38]([CH:40]([N:44]3[CH2:49][CH2:48][N:47]([CH3:50])[CH2:46][CH2:45]3)[C:41]([OH:43])=O)=[CH:39][C:34]=2[O:33][CH2:32]1.CCN=C=NCCCN(C)C.[ClH:62].C1C=C2N=NN(O)C2=CC=1.O.[F:74][C:75]([F:89])([F:88])[C:76]1[CH:77]=[C:78]([NH:86][NH2:87])[CH:79]=[C:80]([C:82]([F:85])([F:84])[F:83])[CH:81]=1.Cl.